This data is from Forward reaction prediction with 1.9M reactions from USPTO patents (1976-2016). The task is: Predict the product of the given reaction. (1) Given the reactants [Cl:1][C:2]1[C:3]([N:8]2[C:12]([S:13]C#N)=[CH:11][CH:10]=[C:9]2[CH:16]=[O:17])=[N:4][CH:5]=[CH:6][CH:7]=1.O.O.O.O.O.O.O.O.O.[S-2].[Na+].[Na+].O, predict the reaction product. The product is: [Cl:1][C:2]1[C:3]([N:8]2[C:12]([SH:13])=[CH:11][CH:10]=[C:9]2[CH:16]=[O:17])=[N:4][CH:5]=[CH:6][CH:7]=1. (2) The product is: [CH3:17][O:16][C:10]1[N:9]=[C:8]([O:26][CH2:25][C:24]2[C:19]([CH3:18])=[C:20]([C:27]3[CH:32]=[CH:31][CH:30]=[CH:29][CH:28]=3)[CH:21]=[CH:22][CH:23]=2)[CH:15]=[CH:14][C:11]=1[CH:12]=[O:13]. Given the reactants C(=O)([O-])[O-].[Cs+].[Cs+].Cl[C:8]1[CH:15]=[CH:14][C:11]([CH:12]=[O:13])=[C:10]([O:16][CH3:17])[N:9]=1.[CH3:18][C:19]1[C:24]([CH2:25][OH:26])=[CH:23][CH:22]=[CH:21][C:20]=1[C:27]1[CH:32]=[CH:31][CH:30]=[CH:29][CH:28]=1.C1(C)C=CC=CC=1, predict the reaction product.